Dataset: Peptide-MHC class I binding affinity with 185,985 pairs from IEDB/IMGT. Task: Regression. Given a peptide amino acid sequence and an MHC pseudo amino acid sequence, predict their binding affinity value. This is MHC class I binding data. (1) The peptide sequence is SQQPYLQL. The MHC is Mamu-B01 with pseudo-sequence Mamu-B01. The binding affinity (normalized) is 0.0666. (2) The peptide sequence is VIARTHTAL. The MHC is HLA-B08:01 with pseudo-sequence HLA-B08:01. The binding affinity (normalized) is 0.635. (3) The peptide sequence is EMGANFRAGR. The MHC is HLA-A31:01 with pseudo-sequence HLA-A31:01. The binding affinity (normalized) is 0.611. (4) The peptide sequence is AIFQSSMTK. The MHC is Mamu-A2201 with pseudo-sequence Mamu-A2201. The binding affinity (normalized) is 0.128. (5) The peptide sequence is MGAGLVFPI. The MHC is HLA-B15:42 with pseudo-sequence HLA-B15:42. The binding affinity (normalized) is 0.213.